This data is from Full USPTO retrosynthesis dataset with 1.9M reactions from patents (1976-2016). The task is: Predict the reactants needed to synthesize the given product. Given the product [CH:31]([C:29]([NH:20][CH:24]1[CH2:25][CH2:26][CH:27]([N:12]([CH3:11])[C:13](=[O:19])[O:14][C:15]([CH3:16])([CH3:18])[CH3:17])[CH2:28][CH2:23]1)=[O:30])([CH3:35])[CH3:32], predict the reactants needed to synthesize it. The reactants are: C(NC1CCC([CH2:11][NH:12][C:13](=[O:19])[O:14][C:15]([CH3:18])([CH3:17])[CH3:16])CC1)(C)C.[N:20]1([CH:29]=[O:30])[C:24]2[CH:25]=[CH:26][CH:27]=[CH:28][C:23]=2N=N1.[CH2:31]1[CH2:35]OC[CH2:32]1.